Dataset: NCI-60 drug combinations with 297,098 pairs across 59 cell lines. Task: Regression. Given two drug SMILES strings and cell line genomic features, predict the synergy score measuring deviation from expected non-interaction effect. (1) Drug 1: C1=CC=C(C=C1)NC(=O)CCCCCCC(=O)NO. Drug 2: CC1=C(C(=CC=C1)Cl)NC(=O)C2=CN=C(S2)NC3=CC(=NC(=N3)C)N4CCN(CC4)CCO. Cell line: SN12C. Synergy scores: CSS=2.79, Synergy_ZIP=-3.01, Synergy_Bliss=-3.64, Synergy_Loewe=-0.186, Synergy_HSA=0.0765. (2) Drug 1: CC(C)(C#N)C1=CC(=CC(=C1)CN2C=NC=N2)C(C)(C)C#N. Drug 2: C1=NC2=C(N1)C(=S)N=CN2. Cell line: NCIH23. Synergy scores: CSS=40.2, Synergy_ZIP=-1.45, Synergy_Bliss=-4.44, Synergy_Loewe=6.05, Synergy_HSA=1.50. (3) Drug 1: CC1C(C(CC(O1)OC2CC(CC3=C2C(=C4C(=C3O)C(=O)C5=C(C4=O)C(=CC=C5)OC)O)(C(=O)CO)O)N)O.Cl. Drug 2: C1=CC(=CC=C1CCC2=CNC3=C2C(=O)NC(=N3)N)C(=O)NC(CCC(=O)O)C(=O)O. Cell line: SF-295. Synergy scores: CSS=25.4, Synergy_ZIP=1.62, Synergy_Bliss=2.97, Synergy_Loewe=-9.21, Synergy_HSA=1.93. (4) Drug 1: CC(C1=C(C=CC(=C1Cl)F)Cl)OC2=C(N=CC(=C2)C3=CN(N=C3)C4CCNCC4)N. Drug 2: CC1=C(C=C(C=C1)NC2=NC=CC(=N2)N(C)C3=CC4=NN(C(=C4C=C3)C)C)S(=O)(=O)N.Cl. Cell line: A498. Synergy scores: CSS=6.79, Synergy_ZIP=1.65, Synergy_Bliss=4.85, Synergy_Loewe=-4.45, Synergy_HSA=1.51. (5) Drug 1: C1=CN(C=N1)CC(O)(P(=O)(O)O)P(=O)(O)O. Drug 2: COCCOC1=C(C=C2C(=C1)C(=NC=N2)NC3=CC=CC(=C3)C#C)OCCOC.Cl. Cell line: UACC62. Synergy scores: CSS=6.49, Synergy_ZIP=-4.68, Synergy_Bliss=-2.66, Synergy_Loewe=-1.60, Synergy_HSA=-0.0524. (6) Drug 1: C1CCC(C1)C(CC#N)N2C=C(C=N2)C3=C4C=CNC4=NC=N3. Drug 2: CN(CC1=CN=C2C(=N1)C(=NC(=N2)N)N)C3=CC=C(C=C3)C(=O)NC(CCC(=O)O)C(=O)O. Cell line: SK-MEL-28. Synergy scores: CSS=-5.85, Synergy_ZIP=2.14, Synergy_Bliss=-1.04, Synergy_Loewe=-12.1, Synergy_HSA=-6.46.